Dataset: Forward reaction prediction with 1.9M reactions from USPTO patents (1976-2016). Task: Predict the product of the given reaction. (1) Given the reactants Cl[C:2]1[CH:3]=[CH:4][C:5]([N+:15]([O-:17])=[O:16])=[C:6]([N:8]2[CH2:13][CH2:12][CH:11]([CH3:14])[CH2:10][CH2:9]2)[CH:7]=1.[N:18]1([C:24]([O:26][CH2:27][C:28]2[CH:33]=[CH:32][CH:31]=[CH:30][CH:29]=2)=[O:25])[CH2:23][CH2:22][NH:21][CH2:20][CH2:19]1.N1C(C)=CC=CC=1C, predict the reaction product. The product is: [CH2:27]([O:26][C:24]([N:18]1[CH2:23][CH2:22][N:21]([C:2]2[CH:3]=[CH:4][C:5]([N+:15]([O-:17])=[O:16])=[C:6]([N:8]3[CH2:13][CH2:12][CH:11]([CH3:14])[CH2:10][CH2:9]3)[CH:7]=2)[CH2:20][CH2:19]1)=[O:25])[C:28]1[CH:33]=[CH:32][CH:31]=[CH:30][CH:29]=1. (2) Given the reactants OC(C(F)(F)F)=O.[NH:8]1[C:12]2([CH2:16][CH2:15][O:14][CH2:13]2)[CH2:11][CH2:10][CH2:9]1.C(N(CC)CC)C.[CH3:24][O:25][C:26]1[CH:31]=[CH:30][C:29]([C:32]2[O:36][C:35]([C:37]([N:39]3[CH2:42][CH:41]([O:43][C:44]4[CH:51]=[CH:50][C:47]([CH:48]=O)=[CH:46][CH:45]=4)[CH2:40]3)=[O:38])=[N:34][N:33]=2)=[CH:28][CH:27]=1.[Na].C([O-])(O)=O.[Na+], predict the reaction product. The product is: [N:8]1([CH2:48][C:47]2[CH:46]=[CH:45][C:44]([O:43][CH:41]3[CH2:42][N:39]([C:37]([C:35]4[O:36][C:32]([C:29]5[CH:30]=[CH:31][C:26]([O:25][CH3:24])=[CH:27][CH:28]=5)=[N:33][N:34]=4)=[O:38])[CH2:40]3)=[CH:51][CH:50]=2)[C:12]2([CH2:16][CH2:15][O:14][CH2:13]2)[CH2:11][CH2:10][CH2:9]1. (3) The product is: [C:8]([CH:15]([CH3:19])[C@:16]([NH2:18])([S:21]([CH3:20])(=[O:23])=[O:22])[OH:17])([O:10][C:11]([CH3:12])([CH3:13])[CH3:14])=[O:9]. Given the reactants C(N(CC)CC)C.[C:8]([CH:15]([CH3:19])[C@H:16]([NH2:18])[OH:17])([O:10][C:11]([CH3:14])([CH3:13])[CH3:12])=[O:9].[CH3:20][S:21](Cl)(=[O:23])=[O:22], predict the reaction product.